This data is from Forward reaction prediction with 1.9M reactions from USPTO patents (1976-2016). The task is: Predict the product of the given reaction. (1) Given the reactants O.[C:2]([OH:5])(=[O:4])[CH3:3].CC1O[N:10]=[C:9]([C:12]2[CH:13]=[C:14]([CH:39]=[CH:40][CH:41]=2)[O:15][CH:16]([C:33]2[CH:38]=[CH:37][CH:36]=[CH:35][CH:34]=2)[C:17]([NH:19][C:20]2[CH:25]=[CH:24][C:23]([N:26]3[CH2:31][CH2:30][CH2:29][CH2:28][C:27]3=[O:32])=[CH:22][CH:21]=2)=[O:18])[N:8]=1, predict the reaction product. The product is: [C:9]([C:12]1[CH:13]=[C:14]([CH:39]=[CH:40][CH:41]=1)[O:15][CH:16]([C:33]1[CH:34]=[CH:35][CH:36]=[CH:37][CH:38]=1)[C:17]([NH:19][C:20]1[CH:21]=[CH:22][C:23]([N:26]2[CH2:31][CH2:30][CH2:29][CH2:28][C:27]2=[O:32])=[CH:24][CH:25]=1)=[O:18])(=[NH:8])[NH2:10].[C:2]([O-:5])(=[O:4])[CH3:3]. (2) Given the reactants Br[C:2]1[CH:3]=[C:4]([C:7]([O:9][CH3:10])=[O:8])[S:5][CH:6]=1.C([O-])([O-])=O.[K+].[K+].[CH2:17]([N:20]1[C:24](B2OC(C)(C)C(C)(C)O2)=[CH:23][CH:22]=[N:21]1)[CH2:18][CH3:19], predict the reaction product. The product is: [CH2:17]([N:20]1[C:24]([C:2]2[CH:3]=[C:4]([C:7]([O:9][CH3:10])=[O:8])[S:5][CH:6]=2)=[CH:23][CH:22]=[N:21]1)[CH2:18][CH3:19]. (3) Given the reactants [CH3:1][O:2][C:3]1[CH:4]=[C:5]2[C:10](=[C:11]3[CH2:15][C:14]([CH3:17])([CH3:16])[O:13][C:12]=13)[C:9]([C:18]1[CH:19]=[C:20]([NH2:24])[CH:21]=[CH:22][CH:23]=1)=[N:8][C:7]([CH3:26])([CH3:25])[CH2:6]2.[C:27]1(=O)[O:32][C:30](=[O:31])[C:29]2=[CH:33][CH:34]=[CH:35][CH:36]=[C:28]12, predict the reaction product. The product is: [CH3:1][O:2][C:3]1[CH:4]=[C:5]2[C:10](=[C:11]3[CH2:15][C:14]([CH3:17])([CH3:16])[O:13][C:12]=13)[C:9]([C:18]1[CH:19]=[C:20]([N:24]3[C:30](=[O:31])[C:29]4[C:28](=[CH:36][CH:35]=[CH:34][CH:33]=4)[C:27]3=[O:32])[CH:21]=[CH:22][CH:23]=1)=[N:8][C:7]([CH3:26])([CH3:25])[CH2:6]2. (4) The product is: [C:1]([O:5][C:6]([NH:8][CH:9]1[CH2:10][CH2:11][C:12](=[O:14])[NH:13][C:15]1=[O:17])=[O:7])([CH3:4])([CH3:3])[CH3:2]. Given the reactants [C:1]([O:5][C:6]([NH:8][C@H:9]([C:15]([OH:17])=O)[CH2:10][CH2:11][C:12](=[O:14])[NH2:13])=[O:7])([CH3:4])([CH3:3])[CH3:2].C(C1NC=CN=1)(C1NC=CN=1)=O, predict the reaction product. (5) The product is: [O:38]=[C:7]1[N:8]([CH2:21][C:22]2[C:27]([F:28])=[CH:26][C:25]([C:29]3[C:30]([C:35]#[N:36])=[CH:31][CH:32]=[CH:33][CH:34]=3)=[CH:24][C:23]=2[F:37])[C:9]2[S:15][C:14]([CH2:16][C:17]([F:20])([F:19])[F:18])=[CH:13][C:10]=2[C:11](=[O:12])[NH:6]1. Given the reactants COC1C=C(OC)C=CC=1C[N:6]1[C:11](=[O:12])[C:10]2[CH:13]=[C:14]([CH2:16][C:17]([F:20])([F:19])[F:18])[S:15][C:9]=2[N:8]([CH2:21][C:22]2[C:27]([F:28])=[CH:26][C:25]([C:29]3[C:30]([C:35]#[N:36])=[CH:31][CH:32]=[CH:33][CH:34]=3)=[CH:24][C:23]=2[F:37])[C:7]1=[O:38].FC(F)(F)C(O)=O, predict the reaction product. (6) Given the reactants CI.[C:3]([O-])([O-])=O.[K+].[K+].[C:9]([O:13][C:14]([CH:16]1[CH2:21][CH2:20][N:19]([C:22]2[NH:27][C:26](=[O:28])[C:25]([C:29]([O:31][CH:32]([CH3:34])[CH3:33])=[O:30])=[CH:24][C:23]=2[C:35]#[N:36])[CH2:18][CH2:17]1)=[O:15])([CH3:12])([CH3:11])[CH3:10].C(Cl)Cl, predict the reaction product. The product is: [C:9]([O:13][C:14]([CH:16]1[CH2:21][CH2:20][N:19]([C:22]2[C:23]([C:35]#[N:36])=[CH:24][C:25]([C:29]([O:31][CH:32]([CH3:33])[CH3:34])=[O:30])=[C:26]([O:28][CH3:3])[N:27]=2)[CH2:18][CH2:17]1)=[O:15])([CH3:10])([CH3:12])[CH3:11]. (7) The product is: [CH2:8]([O:10][C:11](=[O:18])[C:12]([OH:17])([C:4]1[CH:5]=[CH:6][C:1]([CH3:7])=[CH:2][CH:3]=1)[C:13]([F:14])([F:15])[F:16])[CH3:9]. Given the reactants [C:1]1([CH3:7])[CH:6]=[CH:5][CH:4]=[CH:3][CH:2]=1.[CH2:8]([O:10][C:11](=[O:18])[C:12](=[O:17])[C:13]([F:16])([F:15])[F:14])[CH3:9], predict the reaction product. (8) Given the reactants [F:1][C:2]1[CH:7]=[CH:6][C:5]([N:8]2[CH2:13][CH2:12][NH:11][CH2:10][C:9]2=[O:14])=[C:4]([CH3:15])[CH:3]=1.CCN(C(C)C)C(C)C.[Cl:25][C:26]1[C:34]([Cl:35])=[CH:33][CH:32]=[CH:31][C:27]=1[C:28](Cl)=[O:29].C(O)(=O)CC(CC(O)=O)(C(O)=O)O, predict the reaction product. The product is: [Cl:25][C:26]1[C:34]([Cl:35])=[CH:33][CH:32]=[CH:31][C:27]=1[C:28]([N:11]1[CH2:12][CH2:13][N:8]([C:5]2[CH:6]=[CH:7][C:2]([F:1])=[CH:3][C:4]=2[CH3:15])[C:9](=[O:14])[CH2:10]1)=[O:29]. (9) Given the reactants [F:1][CH2:2][CH2:3][O:4][C:5]1[CH:10]=[CH:9][C:8]([CH2:11]O)=[CH:7][CH:6]=1.C(Br)(Br)(Br)[Br:14].C1C=CC(P(C2C=CC=CC=2)C2C=CC=CC=2)=CC=1, predict the reaction product. The product is: [Br:14][CH2:11][C:8]1[CH:9]=[CH:10][C:5]([O:4][CH2:3][CH2:2][F:1])=[CH:6][CH:7]=1.